From a dataset of Forward reaction prediction with 1.9M reactions from USPTO patents (1976-2016). Predict the product of the given reaction. Given the reactants [OH:1][CH2:2][CH2:3][CH2:4][C:5]1[CH:10]=[CH:9][C:8]([C@@H:11]2[CH2:20][CH2:19][C@@:13]3([NH:17][C:16](=[O:18])[O:15][CH2:14]3)[CH2:12]2)=[CH:7][CH:6]=1.C1(P(C2C=CC=CC=2)C2C=CC=CC=2)C=CC=CC=1.[CH3:40][O:41][C:42]1[CH:43]=[C:44](O)[CH:45]=[CH:46][CH:47]=1.CC(OC(/N=N/C(OC(C)(C)C)=O)=O)(C)C, predict the reaction product. The product is: [CH3:40][O:41][C:42]1[CH:47]=[C:46]([CH:45]=[CH:44][CH:43]=1)[O:1][CH2:2][CH2:3][CH2:4][C:5]1[CH:6]=[CH:7][C:8]([C@@H:11]2[CH2:20][CH2:19][C@@:13]3([NH:17][C:16](=[O:18])[O:15][CH2:14]3)[CH2:12]2)=[CH:9][CH:10]=1.